From a dataset of Reaction yield outcomes from USPTO patents with 853,638 reactions. Predict the reaction yield, written as a fraction of the theoretical maximum amount of product (1.0 means a 100% yield; for example, 0.34 means a 34% yield). (1) The reactants are [Br:1][C:2]1[CH:3]=[C:4]([C:11]([O:13][CH3:14])=[O:12])[C:5]2[CH:6]=[N:7][NH:8][C:9]=2[CH:10]=1.C(=O)([O-])[O-].[Cs+].[Cs+].I[CH:22]([CH3:24])[CH3:23]. The catalyst is C(#N)C. The product is [Br:1][C:2]1[CH:3]=[C:4]([C:11]([O:13][CH3:14])=[O:12])[C:5]2[CH:6]=[N:7][N:8]([CH:22]([CH3:24])[CH3:23])[C:9]=2[CH:10]=1. The yield is 0.326. (2) The reactants are [Cl:1][C:2]1[C:3]([C:8]2[CH:9]=[C:10]3[C:14](=[C:15]([O:17][CH2:18][CH2:19][C:20]4[CH:25]=[CH:24][CH:23]=[CH:22][N:21]=4)[CH:16]=2)[NH:13][N:12]=[C:11]3[NH:26][C:27]([NH2:29])=[S:28])=[N:4][CH:5]=[CH:6][CH:7]=1.Br[CH:31]([CH:38]=O)[CH2:32][C:33]([O:35][CH2:36][CH3:37])=[O:34].C(=O)([O-])O.[Na+]. The catalyst is C(O)C.O1CCCC1. The product is [Cl:1][C:2]1[C:3]([C:8]2[CH:9]=[C:10]3[C:14](=[C:15]([O:17][CH2:18][CH2:19][C:20]4[CH:25]=[CH:24][CH:23]=[CH:22][N:21]=4)[CH:16]=2)[NH:13][N:12]=[C:11]3[NH:26][C:27]2[S:28][C:31]([CH2:32][C:33]([O:35][CH2:36][CH3:37])=[O:34])=[CH:38][N:29]=2)=[N:4][CH:5]=[CH:6][CH:7]=1. The yield is 0.860. (3) The reactants are [OH:1][C:2]1[CH:7]=[C:6]([CH3:8])[C:5]([C:9]2[CH:14]=[CH:13][CH:12]=[C:11]([CH2:15][O:16][C:17]3[CH:22]=[CH:21][C:20]([CH2:23][CH2:24][C:25]([O:27][CH3:28])=[O:26])=[CH:19][CH:18]=3)[CH:10]=2)=[C:4]([CH3:29])[CH:3]=1.[CH2:30]([O:32][CH2:33][CH2:34]O)[CH3:31].C1(P(C2C=CC=CC=2)C2C=CC=CC=2)C=CC=CC=1.N(C(OCC)=O)=NC(OCC)=O. The catalyst is O1CCCC1. The product is [CH2:30]([O:32][CH2:33][CH2:34][O:1][C:2]1[CH:3]=[C:4]([CH3:29])[C:5]([C:9]2[CH:14]=[CH:13][CH:12]=[C:11]([CH2:15][O:16][C:17]3[CH:18]=[CH:19][C:20]([CH2:23][CH2:24][C:25]([O:27][CH3:28])=[O:26])=[CH:21][CH:22]=3)[CH:10]=2)=[C:6]([CH3:8])[CH:7]=1)[CH3:31]. The yield is 0.510. (4) The reactants are [Cl:1][C:2]1[CH:7]=[CH:6][C:5]([NH:8][C:9]([NH:11][C:12]2[CH:17]=[CH:16][CH:15]=[CH:14][CH:13]=2)=[O:10])=[CH:4][C:3]=1[C:18]1[C:19](=[O:32])[N:20]([CH2:30][CH3:31])[C:21]2[C:26]([CH:27]=1)=[CH:25][N:24]=[C:23]([NH:28][CH3:29])[CH:22]=2.CC#N.[CH3:36][S:37]([OH:40])(=[O:39])=[O:38].O. The catalyst is CCOC(C)=O. The product is [CH3:36][S:37]([OH:40])(=[O:39])=[O:38].[Cl:1][C:2]1[CH:7]=[CH:6][C:5]([NH:8][C:9]([NH:11][C:12]2[CH:13]=[CH:14][CH:15]=[CH:16][CH:17]=2)=[O:10])=[CH:4][C:3]=1[C:18]1[C:19](=[O:32])[N:20]([CH2:30][CH3:31])[C:21]2[C:26]([CH:27]=1)=[CH:25][N:24]=[C:23]([NH:28][CH3:29])[CH:22]=2. The yield is 0.850.